From a dataset of Forward reaction prediction with 1.9M reactions from USPTO patents (1976-2016). Predict the product of the given reaction. (1) Given the reactants [CH2:1]([N:3]([CH2:35][CH3:36])[CH2:4]/[CH:5]=[CH:6]\[C:7]1[CH:12]=[C:11]([F:13])[CH:10]=[CH:9][C:8]=1[S:14]([NH:17][C:18]1[C:30]([C:31]([O:33]C)=[O:32])=[C:22]2[O:23][CH2:24][C@H:25]3[CH2:29][CH2:28][CH2:27][N:26]3[C:21]2=[CH:20][CH:19]=1)(=[O:16])=[O:15])[CH3:2].O.[OH-].[Li+].C(O)=O.C(OCC)(=O)C, predict the reaction product. The product is: [CH2:35]([N:3]([CH2:1][CH3:2])[CH2:4]/[CH:5]=[CH:6]\[C:7]1[CH:12]=[C:11]([F:13])[CH:10]=[CH:9][C:8]=1[S:14]([NH:17][C:18]1[C:30]([C:31]([OH:33])=[O:32])=[C:22]2[O:23][CH2:24][C@H:25]3[CH2:29][CH2:28][CH2:27][N:26]3[C:21]2=[CH:20][CH:19]=1)(=[O:15])=[O:16])[CH3:36]. (2) Given the reactants [K].[CH3:2][C:3]([OH:6])([CH3:5])[CH3:4].[I:7][C:8]1[CH:9]=[N:10][N:11]([CH:13]2[CH2:18]CC(=O)C[CH2:14]2)[CH:12]=1.[Cl-].C[S+](C)(C)=O.CCOC(C)=O, predict the reaction product. The product is: [I:7][C:8]1[CH:9]=[N:10][N:11]([CH:13]2[CH2:18][CH2:5][C:3]3([O:6][CH2:4]3)[CH2:2][CH2:14]2)[CH:12]=1. (3) Given the reactants [Cl:1][C:2]1[CH:3]=[C:4]([NH:19][C:20]2[C:30]3[CH:29]=[C:28]([C:31](O)=[O:32])[CH2:27][CH2:26][NH:25][C:24]=3[N:23]=[CH:22][N:21]=2)[CH:5]=[CH:6][C:7]=1[O:8][C:9]1[CH:14]=[CH:13][CH:12]=[C:11]([C:15]([F:18])([F:17])[F:16])[CH:10]=1.O[N:35]1[C:39]2[CH:40]=[CH:41][CH:41]=[CH:40][C:39]=2[N:35]=N1.Cl.C(N=C=NCCCN(C)C)C.C1(N)CC1.[C:60](=[O:63])([O-])[OH:61].[Na+], predict the reaction product. The product is: [F:16][C:15]([F:18])([F:17])[C:60]([OH:61])=[O:63].[Cl:1][C:2]1[CH:3]=[C:4]([NH:19][C:20]2[C:30]3[CH:29]=[C:28]([C:31]([NH:35][CH:39]4[CH2:40][CH2:41]4)=[O:32])[CH2:27][CH2:26][NH:25][C:24]=3[N:23]=[CH:22][N:21]=2)[CH:5]=[CH:6][C:7]=1[O:8][C:9]1[CH:14]=[CH:13][CH:12]=[C:11]([C:15]([F:18])([F:16])[F:17])[CH:10]=1. (4) Given the reactants [OH:1][C@H:2]1[CH2:7][CH2:6][CH2:5][CH2:4][C@@H:3]1[NH:8][CH:9]1[CH2:14][CH2:13][N:12]([C:15]([O:17][C:18]([CH3:21])([CH3:20])[CH3:19])=[O:16])[CH2:11][CH2:10]1.[Cl:22][CH2:23][C:24](Cl)=[O:25].C(N(CC)CC)C.C([O-])(O)=O.[Na+], predict the reaction product. The product is: [Cl:22][CH2:23][C:24]([N:8]([C@H:3]1[CH2:4][CH2:5][CH2:6][CH2:7][C@@H:2]1[OH:1])[CH:9]1[CH2:10][CH2:11][N:12]([C:15]([O:17][C:18]([CH3:21])([CH3:20])[CH3:19])=[O:16])[CH2:13][CH2:14]1)=[O:25]. (5) The product is: [C:12]1([C:18]2[NH:22][N:21]=[C:20]([C:23]([N:6]3[CH:7]4[CH2:10][CH2:11][N:3]([CH2:9][CH2:8]4)[CH2:4][CH2:5]3)=[O:24])[CH:19]=2)[CH:13]=[CH:14][CH:15]=[CH:16][CH:17]=1. Given the reactants Cl.Cl.[N:3]12[CH2:11][CH2:10][CH:7]([CH2:8][CH2:9]1)[NH:6][CH2:5][CH2:4]2.[C:12]1([C:18]2[NH:22][N:21]=[C:20]([C:23](O)=[O:24])[CH:19]=2)[CH:17]=[CH:16][CH:15]=[CH:14][CH:13]=1, predict the reaction product.